Dataset: M1 muscarinic receptor antagonist screen with 61,756 compounds. Task: Binary Classification. Given a drug SMILES string, predict its activity (active/inactive) in a high-throughput screening assay against a specified biological target. (1) The molecule is FC(F)(F)c1cc(C(=O)Nc2n(nc3c2CS(=O)C3)C(C)(C)C)ccc1. The result is 0 (inactive). (2) The drug is O=C(Nc1c2c(nc(N(C)C)c1)cccc2)CCCC. The result is 0 (inactive).